From a dataset of NCI-60 drug combinations with 297,098 pairs across 59 cell lines. Regression. Given two drug SMILES strings and cell line genomic features, predict the synergy score measuring deviation from expected non-interaction effect. (1) Drug 1: C1=CC(=CC=C1C#N)C(C2=CC=C(C=C2)C#N)N3C=NC=N3. Drug 2: C(=O)(N)NO. Cell line: MCF7. Synergy scores: CSS=-11.0, Synergy_ZIP=4.75, Synergy_Bliss=-1.81, Synergy_Loewe=-11.0, Synergy_HSA=-11.2. (2) Drug 1: CCN(CC)CCNC(=O)C1=C(NC(=C1C)C=C2C3=C(C=CC(=C3)F)NC2=O)C. Drug 2: C1CN(CCN1C(=O)CCBr)C(=O)CCBr. Cell line: EKVX. Synergy scores: CSS=5.14, Synergy_ZIP=-2.70, Synergy_Bliss=-0.385, Synergy_Loewe=-2.18, Synergy_HSA=-0.227.